Dataset: Full USPTO retrosynthesis dataset with 1.9M reactions from patents (1976-2016). Task: Predict the reactants needed to synthesize the given product. The reactants are: [C:1]([O:5][C:6]([N:8]1[CH2:12][CH2:11][C@@H:10]([C:13](O)=[O:14])[CH2:9]1)=[O:7])([CH3:4])([CH3:3])[CH3:2].B.C1COCC1. Given the product [OH:14][CH2:13][C@@H:10]1[CH2:11][CH2:12][N:8]([C:6]([O:5][C:1]([CH3:4])([CH3:3])[CH3:2])=[O:7])[CH2:9]1, predict the reactants needed to synthesize it.